Dataset: Reaction yield outcomes from USPTO patents with 853,638 reactions. Task: Predict the reaction yield, written as a fraction of the theoretical maximum amount of product (1.0 means a 100% yield; for example, 0.34 means a 34% yield). The reactants are [CH3:1][O:2][C:3]1[C:4]([NH:15][C:16](=[O:20])OCC)=[N:5][C:6]2[C:11]([N:12]=1)=[CH:10][C:9]([O:13][CH3:14])=[CH:8][CH:7]=2.[CH3:21][O:22][C:23]1[CH:24]=[C:25]([N:29]2[CH2:34][CH2:33][NH:32][CH2:31][CH2:30]2)[CH:26]=[CH:27][CH:28]=1. No catalyst specified. The product is [CH3:1][O:2][C:3]1[C:4]([NH:15][C:16]([N:32]2[CH2:31][CH2:30][N:29]([C:25]3[CH:26]=[CH:27][CH:28]=[C:23]([O:22][CH3:21])[CH:24]=3)[CH2:34][CH2:33]2)=[O:20])=[N:5][C:6]2[C:11]([N:12]=1)=[CH:10][C:9]([O:13][CH3:14])=[CH:8][CH:7]=2. The yield is 0.900.